From a dataset of Full USPTO retrosynthesis dataset with 1.9M reactions from patents (1976-2016). Predict the reactants needed to synthesize the given product. (1) Given the product [CH3:1][C:2]1[CH2:7][CH2:6][CH2:5][C:4]([CH3:8])([CH3:9])[C:3]=1/[CH:10]=[CH:11]/[C:12](/[CH3:21])=[CH:13]/[CH:14]=[CH:15]/[C:16](/[CH3:20])=[CH:17]/[CH2:18][OH:19].[P:36]([NH2:38])([O-:37])[O-:35], predict the reactants needed to synthesize it. The reactants are: [CH3:1][C:2]1[CH2:7][CH2:6][CH2:5][C:4]([CH3:9])([CH3:8])[C:3]=1/[CH:10]=[CH:11]/[C:12](/[CH3:21])=[CH:13]/[CH:14]=[CH:15]/[C:16](/[CH3:20])=[CH:17]/[CH2:18][OH:19].C(N(C(C)C)CC)(C)C.C(CC[O:35][P:36](Cl)([N:38](C(C)C)C(C)C)=[O:37])#N.P(N)([O-])[O-].C([O-])(O)=O.[Na+]. (2) Given the product [F:1][C:2]1[CH:10]=[C:9]([N+:11]([O-:13])=[O:12])[CH:8]=[CH:7][C:3]=1[C:4]([Cl:16])=[O:5], predict the reactants needed to synthesize it. The reactants are: [F:1][C:2]1[CH:10]=[C:9]([N+:11]([O-:13])=[O:12])[CH:8]=[CH:7][C:3]=1[C:4](O)=[O:5].S(Cl)([Cl:16])=O. (3) The reactants are: F[B-](F)(F)F.N1(OC(N(C)C)=[N+](C)C)C2C=CC=CC=2N=N1.[O:23]1[C:27]([C:28]2[CH:36]=[CH:35][C:31]([C:32]([OH:34])=O)=[CH:30][N:29]=2)=[CH:26][N:25]=[CH:24]1.C(N(C(C)C)C(C)C)C.[C:46]([O:50][C:51]([N:53]1[CH2:58][CH2:57][CH:56]([NH:59][CH:60]2[CH2:62][CH2:61]2)[CH2:55][CH2:54]1)=[O:52])([CH3:49])([CH3:48])[CH3:47]. Given the product [C:46]([O:50][C:51]([N:53]1[CH2:58][CH2:57][CH:56]([N:59]([CH:60]2[CH2:61][CH2:62]2)[C:32]([C:31]2[CH:30]=[N:29][C:28]([C:27]3[O:23][CH:24]=[N:25][CH:26]=3)=[CH:36][CH:35]=2)=[O:34])[CH2:55][CH2:54]1)=[O:52])([CH3:49])([CH3:47])[CH3:48], predict the reactants needed to synthesize it. (4) The reactants are: C1CC=CCC=1.[CH3:7][N:8]1[C:12]([CH2:13][N:14]2[CH2:19][CH2:18][N:17](C(OCC3C=CC=CC=3)=O)[CH2:16][C:15]2=[O:30])=[N:11][CH:10]=[N:9]1. Given the product [CH3:7][N:8]1[C:12]([CH2:13][N:14]2[CH2:19][CH2:18][NH:17][CH2:16][C:15]2=[O:30])=[N:11][CH:10]=[N:9]1, predict the reactants needed to synthesize it. (5) Given the product [F:12][C:13]1[CH:18]=[CH:17][C:16]([C:7]2[CH2:8][CH2:9][C:4]3([O:11][CH2:1][CH2:2][O:3]3)[CH2:5][CH:6]=2)=[CH:15][CH:14]=1, predict the reactants needed to synthesize it. The reactants are: [CH2:1]1[O:11][C:4]2([CH2:9][CH2:8][C:7](=O)[CH2:6][CH2:5]2)[O:3][CH2:2]1.[F:12][C:13]1[CH:18]=[CH:17][C:16]([Mg]Br)=[CH:15][CH:14]=1. (6) Given the product [F:28][C:12]1[C:13]([N:17]2[CH2:21][C@H:20]([CH2:22][NH:23][C:24](=[O:26])[CH3:25])[O:19][C:18]2=[O:27])=[CH:14][C:15]2[CH2:9][CH2:10][CH2:11][CH2:5][C:6](=[O:29])[C:7]=2[CH:8]=1, predict the reactants needed to synthesize it. The reactants are: CN(C=[C:5]1[CH2:11][CH2:10][CH2:9][C:8]2[C:12]([F:28])=[C:13]([N:17]3[CH2:21][C@H:20]([CH2:22][NH:23][C:24](=[O:26])[CH3:25])[O:19][C:18]3=[O:27])[CH:14]=[C:15](F)[C:7]=2[C:6]1=[O:29])C.O.NN. (7) Given the product [CH2:1]([C:5]1[N:6]=[C:7]([CH3:27])[N:8]([C:30]2[CH:31]=[CH:32][O:28][CH:29]=2)[C:9](=[O:26])[C:10]=1[CH2:11][C:12]1[CH:17]=[CH:16][C:15]([C:18]2[C:19]([C:24]#[N:25])=[CH:20][CH:21]=[CH:22][CH:23]=2)=[CH:14][CH:13]=1)[CH2:2][CH2:3][CH3:4], predict the reactants needed to synthesize it. The reactants are: [CH2:1]([C:5]1[N:6]=[C:7]([CH3:27])[NH:8][C:9](=[O:26])[C:10]=1[CH2:11][C:12]1[CH:17]=[CH:16][C:15]([C:18]2[C:19]([C:24]#[N:25])=[CH:20][CH:21]=[CH:22][CH:23]=2)=[CH:14][CH:13]=1)[CH2:2][CH2:3][CH3:4].[O:28]1[CH:32]=[CH:31][C:30](B(O)O)=[CH:29]1.C(N(CC)CC)C.N1C=CC=CC=1.